This data is from Forward reaction prediction with 1.9M reactions from USPTO patents (1976-2016). The task is: Predict the product of the given reaction. (1) Given the reactants [Cl:1][C:2]1[C:7]([C:8]2[CH:13]=[CH:12][CH:11]=[CH:10][C:9]=2[C:14]([F:17])([F:16])[F:15])=[CH:6][C:5]([O:18][CH3:19])=[C:4]([C:20](C2C=C(C(O)=O)N3CC4C=CC=CC=4NCC=23)=[O:21])[CH:3]=1.CN[CH2:41][C:42]1[CH:43]=[N:44][CH:45]=[CH:46][CH:47]=1.O[N:49]1[C:53]2[CH:54]=[CH:55][CH:56]=[CH:57][C:52]=2N=N1.Cl.[CH3:59][N:60]([CH3:69])[CH2:61][CH2:62][CH2:63][N:64]=[C:65]=NCC.C(N([CH2:77][CH3:78])C(C)C)(C)C.CN(C)C=[O:82], predict the reaction product. The product is: [Cl:1][C:2]1[C:7]([C:8]2[CH:13]=[CH:12][CH:11]=[CH:10][C:9]=2[C:14]([F:17])([F:16])[F:15])=[CH:6][C:5]([O:18][CH3:19])=[C:4]([C:20]([N:49]2[C:53]3[CH:54]=[CH:55][CH:56]=[CH:57][C:52]=3[CH2:43][N:44]3[C:45]([C:69]([N:60]([CH3:59])[CH2:61][C:62]4[CH:63]=[N:64][CH:65]=[CH:77][CH:78]=4)=[O:82])=[CH:46][CH:47]=[C:42]3[CH2:41]2)=[O:21])[CH:3]=1. (2) Given the reactants Cl.[Br:2][C:3]1[CH:8]=[CH:7][C:6]([C:9]2([NH2:13])[CH2:12][CH2:11][CH2:10]2)=[CH:5][CH:4]=1.C(N(C(C)C)CC)(C)C.[C:23]([O:27][C:28](O[C:28]([O:27][C:23]([CH3:26])([CH3:25])[CH3:24])=[O:29])=[O:29])([CH3:26])([CH3:25])[CH3:24], predict the reaction product. The product is: [C:23]([O:27][C:28](=[O:29])[NH:13][C:9]1([C:6]2[CH:5]=[CH:4][C:3]([Br:2])=[CH:8][CH:7]=2)[CH2:12][CH2:11][CH2:10]1)([CH3:26])([CH3:25])[CH3:24]. (3) Given the reactants C1(C)C=CC=CC=1.C(O)C.C(=O)([O-])[O-].[K+].[K+].[C:17]([O:21][C:22]([N:24]1[CH2:29][CH2:28][N:27]([C:30]2[CH:35]=[CH:34][N:33]=[C:32](Cl)[N:31]=2)[CH2:26][CH2:25]1)=[O:23])([CH3:20])([CH3:19])[CH3:18].CC1(C)C(C)(C)OB([C:45]2[CH:54]=[CH:53][C:52]3[C:51]([CH3:56])([CH3:55])[CH2:50][CH2:49][C:48]([CH3:58])([CH3:57])[C:47]=3[CH:46]=2)O1, predict the reaction product. The product is: [C:17]([O:21][C:22]([N:24]1[CH2:29][CH2:28][N:27]([C:30]2[CH:35]=[CH:34][N:33]=[C:32]([C:54]3[CH:45]=[CH:46][C:47]4[C:48]([CH3:58])([CH3:57])[CH2:49][CH2:50][C:51]([CH3:56])([CH3:55])[C:52]=4[CH:53]=3)[N:31]=2)[CH2:26][CH2:25]1)=[O:23])([CH3:20])([CH3:19])[CH3:18]. (4) Given the reactants [F:1][C:2]([F:36])([F:35])[C:3]1[CH:4]=[C:5]([CH:28]=[C:29]([C:31]([F:34])([F:33])[F:32])[CH:30]=1)[CH2:6][N:7]([CH3:27])[C:8](=[O:26])[C:9]1[C:14]([C:15]2[CH:20]=[CH:19][CH:18]=[CH:17][C:16]=2[CH3:21])=[CH:13][C:12]([C:22](=O)[CH2:23]Br)=[N:11][CH:10]=1.[NH2:37][C:38]([NH2:40])=[S:39], predict the reaction product. The product is: [NH2:40][C:38]1[S:39][CH:23]=[C:22]([C:12]2[CH:13]=[C:14]([C:15]3[CH:20]=[CH:19][CH:18]=[CH:17][C:16]=3[CH3:21])[C:9]([C:8]([N:7]([CH2:6][C:5]3[CH:28]=[C:29]([C:31]([F:34])([F:32])[F:33])[CH:30]=[C:3]([C:2]([F:36])([F:35])[F:1])[CH:4]=3)[CH3:27])=[O:26])=[CH:10][N:11]=2)[N:37]=1. (5) The product is: [C:25]([C:27]1[CH:35]=[CH:34][C:30]([C:31]([NH:24][C:11]2[S:12][C:13]([CH2:14][C:15]3[CH:20]=[CH:19][C:18]([N+:21]([O-:23])=[O:22])=[CH:17][CH:16]=3)=[C:9]([C:6]3[CH:7]=[CH:8][C:3]([O:2][CH3:1])=[CH:4][CH:5]=3)[N:10]=2)=[O:32])=[CH:29][CH:28]=1)#[N:26]. Given the reactants [CH3:1][O:2][C:3]1[CH:8]=[CH:7][C:6]([C:9]2[N:10]=[C:11]([NH2:24])[S:12][C:13]=2[CH2:14][C:15]2[CH:20]=[CH:19][C:18]([N+:21]([O-:23])=[O:22])=[CH:17][CH:16]=2)=[CH:5][CH:4]=1.[C:25]([C:27]1[CH:35]=[CH:34][C:30]([C:31](Cl)=[O:32])=[CH:29][CH:28]=1)#[N:26], predict the reaction product. (6) Given the reactants [CH2:1]([C:3]1[CH:8]=[C:7]([C:9]2[CH:10]=[N:11][N:12]([CH3:14])[CH:13]=2)[N:6]=[CH:5][C:4]=1[NH:15][C:16]1[N:21]=[CH:20][C:19]2[N:22]=[CH:23][N:24]([CH3:25])[C:18]=2[CH:17]=1)[CH3:2].[H-].[Na+].I[CH3:29].O, predict the reaction product. The product is: [CH2:1]([C:3]1[CH:8]=[C:7]([C:9]2[CH:10]=[N:11][N:12]([CH3:14])[CH:13]=2)[N:6]=[CH:5][C:4]=1[N:15]([CH3:29])[C:16]1[N:21]=[CH:20][C:19]2[N:22]=[CH:23][N:24]([CH3:25])[C:18]=2[CH:17]=1)[CH3:2].